This data is from Reaction yield outcomes from USPTO patents with 853,638 reactions. The task is: Predict the reaction yield, written as a fraction of the theoretical maximum amount of product (1.0 means a 100% yield; for example, 0.34 means a 34% yield). (1) The reactants are [NH2:1][C:2]1[C:3]([CH3:13])=[C:4]([CH:9]=[C:10]([Br:12])[CH:11]=1)[C:5]([O:7][CH3:8])=[O:6].[O:14]1[CH2:19][CH2:18][C:17](=O)[CH2:16][CH2:15]1.C(O)(=O)C.C(O[BH-](OC(=O)C)OC(=O)C)(=O)C.[Na+].C([O-])(O)=O.[Na+]. The catalyst is ClCCCl.O. The product is [Br:12][C:10]1[CH:11]=[C:2]([NH:1][CH:17]2[CH2:18][CH2:19][O:14][CH2:15][CH2:16]2)[C:3]([CH3:13])=[C:4]([CH:9]=1)[C:5]([O:7][CH3:8])=[O:6]. The yield is 0.850. (2) The reactants are [CH3:1][O:2][C:3]1[CH:8]=[CH:7][C:6]([NH:9][C:10]([C@:12]2([CH3:15])[CH2:14][O:13]2)=[O:11])=[CH:5][CH:4]=1.C[C:17]1[CH:22]=[CH:21][C:20]([OH:23])=[CH:19][CH:18]=1.[C:24]([O-:27])([O-])=O.[K+].[K+]. The catalyst is C(O)(C)C. The product is [OH:13][C@@:12]([CH3:15])([CH2:14][O:23][C:20]1[CH:19]=[CH:18][C:17]([O:27][CH3:24])=[CH:22][CH:21]=1)[C:10]([NH:9][C:6]1[CH:7]=[CH:8][C:3]([O:2][CH3:1])=[CH:4][CH:5]=1)=[O:11]. The yield is 0.988. (3) The reactants are [CH:1]([C:3]1[CH:4]=[N:5][N:6]([CH2:18][CH3:19])[C:7]=1[C:8]1[CH:9]=[C:10]([C:13]([O:15][CH2:16]C)=[O:14])[S:11][CH:12]=1)=[CH2:2]. The catalyst is CCO.[Pd]. The product is [CH2:18]([N:6]1[C:7]([C:8]2[CH:9]=[C:10]([C:13]([O:15][CH3:16])=[O:14])[S:11][CH:12]=2)=[C:3]([CH2:1][CH3:2])[CH:4]=[N:5]1)[CH3:19]. The yield is 0.940. (4) The reactants are Br[C:2]1[C:11]2[O:10][CH:9]([C:12]([F:15])([F:14])[F:13])[C:8]([C:16]([O:18][CH2:19][CH3:20])=[O:17])=[CH:7][C:6]=2[CH:5]=[C:4]([Cl:21])[CH:3]=1.[F-].[NH4+].[CH2:24](OCC)[CH3:25]. The catalyst is C1(C)C=CC=CC=1. The product is [CH:19]([O:18][C:16]([C:8]1[CH:9]([C:12]([F:15])([F:14])[F:13])[O:10][C:11]2[C:2]([CH:24]=[CH2:25])=[CH:3][C:4]([Cl:21])=[CH:5][C:6]=2[CH:7]=1)=[O:17])=[CH2:20]. The yield is 0.450. (5) The reactants are [NH2:1][C:2]1[C:3]2[N:4]([C:8]([C@@H:31]3[CH2:36][CH2:35][CH2:34][CH2:33][NH:32]3)=[N:9][C:10]=2[C:11]2[CH:28]=[CH:27][C:14]([C:15]([NH:17][C:18]3[CH:23]=[C:22]([CH2:24][CH2:25][CH3:26])[CH:21]=[CH:20][N:19]=3)=[O:16])=[C:13]([O:29][CH3:30])[CH:12]=2)[CH:5]=[CH:6][N:7]=1.[CH3:37][N:38]([CH3:45])[CH2:39]/[CH:40]=[CH:41]/[C:42](O)=[O:43]. No catalyst specified. The product is [NH2:1][C:2]1[C:3]2[N:4]([C:8]([C@@H:31]3[CH2:36][CH2:35][CH2:34][CH2:33][N:32]3[C:42](=[O:43])/[CH:41]=[CH:40]/[CH2:39][N:38]([CH3:45])[CH3:37])=[N:9][C:10]=2[C:11]2[CH:28]=[CH:27][C:14]([C:15]([NH:17][C:18]3[CH:23]=[C:22]([CH2:24][CH2:25][CH3:26])[CH:21]=[CH:20][N:19]=3)=[O:16])=[C:13]([O:29][CH3:30])[CH:12]=2)[CH:5]=[CH:6][N:7]=1. The yield is 0.384. (6) The reactants are Cl.Cl.[CH:3]1[C:13]2[CH:12]=[CH:11][C:10]3[CH:14]=[CH:15][CH:16]=[CH:17][C:9]=3[C:8](=[C:18]3[CH2:23][CH2:22][N:21]([CH2:24][CH2:25][NH:26][C:27](=[O:34])[CH:28]4[CH2:33][CH2:32][NH:31][CH2:30][CH2:29]4)[CH2:20][CH2:19]3)[C:7]=2[CH:6]=[CH:5][CH:4]=1.C(N(CC)CC)C.[Cl:42][C:43]([O:45][CH3:46])=[O:44].Cl. The catalyst is ClCCl. The product is [ClH:42].[CH3:46][O:45][C:43]([N:31]1[CH2:30][CH2:29][CH:28]([C:27]([NH:26][CH2:25][CH2:24][N:21]2[CH2:22][CH2:23][C:18](=[C:8]3[C:9]4[CH:17]=[CH:16][CH:15]=[CH:14][C:10]=4[CH:11]=[CH:12][C:13]4[CH:3]=[CH:4][CH:5]=[CH:6][C:7]3=4)[CH2:19][CH2:20]2)=[O:34])[CH2:33][CH2:32]1)=[O:44]. The yield is 0.630. (7) The reactants are [Cl:1][C:2]1[CH:3]=[C:4]([CH:9](O)[CH2:10][C@H:11]2[CH2:15][CH2:14][CH2:13][N:12]2[C:16]([O:18][C:19]([CH3:22])([CH3:21])[CH3:20])=[O:17])[CH:5]=[CH:6][C:7]=1[F:8].[C:24]1(=[O:34])[C:32]2[C:27](=[CH:28][CH:29]=[CH:30][CH:31]=2)[C:26](=[O:33])[NH:25]1.C1C=CC(P(C2C=CC=CC=2)C2C=CC=CC=2)=CC=1.CCOC(/N=N/C(OCC)=O)=O. The catalyst is C1COCC1. The product is [Cl:1][C:2]1[CH:3]=[C:4]([CH:9]([N:25]2[C:26](=[O:33])[C:27]3[C:32](=[CH:31][CH:30]=[CH:29][CH:28]=3)[C:24]2=[O:34])[CH2:10][C@H:11]2[CH2:15][CH2:14][CH2:13][N:12]2[C:16]([O:18][C:19]([CH3:22])([CH3:21])[CH3:20])=[O:17])[CH:5]=[CH:6][C:7]=1[F:8]. The yield is 0.490.